The task is: Regression. Given two drug SMILES strings and cell line genomic features, predict the synergy score measuring deviation from expected non-interaction effect.. This data is from NCI-60 drug combinations with 297,098 pairs across 59 cell lines. Drug 1: CCC1(CC2CC(C3=C(CCN(C2)C1)C4=CC=CC=C4N3)(C5=C(C=C6C(=C5)C78CCN9C7C(C=CC9)(C(C(C8N6C=O)(C(=O)OC)O)OC(=O)C)CC)OC)C(=O)OC)O.OS(=O)(=O)O. Drug 2: C1CN1C2=NC(=NC(=N2)N3CC3)N4CC4. Synergy scores: CSS=12.7, Synergy_ZIP=0.633, Synergy_Bliss=-5.15, Synergy_Loewe=-12.4, Synergy_HSA=-10.5. Cell line: COLO 205.